Predict the product of the given reaction. From a dataset of Forward reaction prediction with 1.9M reactions from USPTO patents (1976-2016). Given the reactants Br[C:2]1[CH:3]=[C:4]([NH:12][S:13]([CH3:16])(=[O:15])=[O:14])[CH:5]=[C:6]([C:8]([F:11])([F:10])[F:9])[CH:7]=1.[CH2:17]([O:24][CH2:25][CH2:26][CH2:27][C:28]1[CH:33]=[C:32]([Sn](C)(C)C)[N:31]=[C:30]([C:38]#[N:39])[N:29]=1)[C:18]1[CH:23]=[CH:22][CH:21]=[CH:20][CH:19]=1, predict the reaction product. The product is: [CH2:17]([O:24][CH2:25][CH2:26][CH2:27][C:28]1[CH:33]=[C:32]([C:2]2[CH:7]=[C:6]([C:8]([F:11])([F:10])[F:9])[CH:5]=[C:4]([NH:12][S:13]([CH3:16])(=[O:15])=[O:14])[CH:3]=2)[N:31]=[C:30]([C:38]#[N:39])[N:29]=1)[C:18]1[CH:23]=[CH:22][CH:21]=[CH:20][CH:19]=1.